Dataset: Catalyst prediction with 721,799 reactions and 888 catalyst types from USPTO. Task: Predict which catalyst facilitates the given reaction. Reactant: [CH2:1]([N:8]([CH2:22][C:23]1[CH:28]=[CH:27][CH:26]=[CH:25][CH:24]=1)[C@@H:9]([CH2:20][CH3:21])[C:10]([O:12]CC1C=CC=CC=1)=[O:11])[C:2]1[CH:7]=[CH:6][CH:5]=[CH:4][CH:3]=1.CO.[OH-].[Na+].Cl. Product: [CH2:22]([N:8]([CH2:1][C:2]1[CH:3]=[CH:4][CH:5]=[CH:6][CH:7]=1)[C@@H:9]([CH2:20][CH3:21])[C:10]([OH:12])=[O:11])[C:23]1[CH:24]=[CH:25][CH:26]=[CH:27][CH:28]=1. The catalyst class is: 6.